From a dataset of Peptide-MHC class I binding affinity with 185,985 pairs from IEDB/IMGT. Regression. Given a peptide amino acid sequence and an MHC pseudo amino acid sequence, predict their binding affinity value. This is MHC class I binding data. The peptide sequence is KPTTFMLKY. The MHC is HLA-B51:01 with pseudo-sequence HLA-B51:01. The binding affinity (normalized) is 0.124.